Predict the reactants needed to synthesize the given product. From a dataset of Full USPTO retrosynthesis dataset with 1.9M reactions from patents (1976-2016). (1) Given the product [CH3:28][C@@H:27]1[CH2:26][CH2:25][N:24]([C:35]([NH:34][C:30]2[S:29][CH:33]=[N:32][N:31]=2)=[O:36])[CH2:23][C@@H:22]1[N:2]([CH3:1])[C:3]1[C:4]2[CH:11]=[CH:10][N:9]([S:12]([C:15]3[CH:16]=[CH:17][C:18]([CH3:21])=[CH:19][CH:20]=3)(=[O:14])=[O:13])[C:5]=2[N:6]=[CH:7][N:8]=1, predict the reactants needed to synthesize it. The reactants are: [CH3:1][N:2]([C@@H:22]1[C@H:27]([CH3:28])[CH2:26][CH2:25][NH:24][CH2:23]1)[C:3]1[C:4]2[CH:11]=[CH:10][N:9]([S:12]([C:15]3[CH:20]=[CH:19][C:18]([CH3:21])=[CH:17][CH:16]=3)(=[O:14])=[O:13])[C:5]=2[N:6]=[CH:7][N:8]=1.[S:29]1[CH:33]=[N:32][N:31]=[C:30]1[NH:34][C:35](=O)[O:36]C1C=CC=CC=1.C(N(CC)CC)C. (2) Given the product [CH2:1]([O:8][C:9]1[CH:18]=[C:17]([O:19][CH2:20][C:21]2[CH:26]=[CH:25][CH:24]=[CH:23][CH:22]=2)[CH:16]=[C:15]2[C:10]=1[CH2:11][C@H:12]([NH2:82])[C@H:13]([C:27]1[CH:32]=[C:31]([O:33][CH2:34][C:35]3[CH:40]=[CH:39][CH:38]=[CH:37][CH:36]=3)[C:30]([O:41][CH2:42][C:43]3[CH:48]=[CH:47][CH:46]=[CH:45][CH:44]=3)=[C:29]([O:49][CH2:50][C:51]3[CH:56]=[CH:55][CH:54]=[CH:53][CH:52]=3)[CH:28]=1)[O:14]2)[C:2]1[CH:7]=[CH:6][CH:5]=[CH:4][CH:3]=1, predict the reactants needed to synthesize it. The reactants are: [CH2:1]([O:8][C:9]1[CH:18]=[C:17]([O:19][CH2:20][C:21]2[CH:26]=[CH:25][CH:24]=[CH:23][CH:22]=2)[CH:16]=[C:15]2[C:10]=1[CH2:11][C@@H:12](O)[C@H:13]([C:27]1[CH:32]=[C:31]([O:33][CH2:34][C:35]3[CH:40]=[CH:39][CH:38]=[CH:37][CH:36]=3)[C:30]([O:41][CH2:42][C:43]3[CH:48]=[CH:47][CH:46]=[CH:45][CH:44]=3)=[C:29]([O:49][CH2:50][C:51]3[CH:56]=[CH:55][CH:54]=[CH:53][CH:52]=3)[CH:28]=1)[O:14]2)[C:2]1[CH:7]=[CH:6][CH:5]=[CH:4][CH:3]=1.C1(P(C2C=CC=CC=2)C2C=CC=CC=2)C=CC=CC=1.CCOC(/[N:82]=N/C(OCC)=O)=O.C1(P(N=[N+]=[N-])(C2C=CC=CC=2)=O)C=CC=CC=1.